Dataset: Experimentally validated miRNA-target interactions with 360,000+ pairs, plus equal number of negative samples. Task: Binary Classification. Given a miRNA mature sequence and a target amino acid sequence, predict their likelihood of interaction. The miRNA is mmu-miR-665-3p with sequence ACCAGGAGGCUGAGGUCCCU. The protein sequence of the target gene is MMLSRAKPAVGGESPHTDKRKKKGRKIPKLEDLLSQRDFTGAITLLEFKRHVGEQEDDTNLWIGYCAFHLGDYKRALEEYENATKEENCNPEVWVNLACTYFFLGMYKQAEAAGFKAPKSRLQNRLLFHLAHKFNDEKKLMNFHQNLQDIKEDQLSLASIHYMRSHYQEAIDIYKRILLDNREYLALNVYVALCYYKLDYYDVSQEVLAVYLQQIPDSTIALNLKACNHFRLYNGKAAEAELKSLMDNASSPFEFAKELIRHNLVVFRGGEGALQVLPPLVDVIPEARLNLVIYYLRQDD.... Result: 1 (interaction).